Regression. Given a peptide amino acid sequence and an MHC pseudo amino acid sequence, predict their binding affinity value. This is MHC class I binding data. From a dataset of Peptide-MHC class I binding affinity with 185,985 pairs from IEDB/IMGT. (1) The peptide sequence is CAMVEVTRI. The MHC is H-2-Db with pseudo-sequence H-2-Db. The binding affinity (normalized) is 0.0847. (2) The peptide sequence is SAGFSLWIY. The MHC is HLA-A31:01 with pseudo-sequence HLA-A31:01. The binding affinity (normalized) is 0.448. (3) The peptide sequence is SEAAYAKKI. The MHC is HLA-A01:01 with pseudo-sequence HLA-A01:01. The binding affinity (normalized) is 0.